Dataset: Forward reaction prediction with 1.9M reactions from USPTO patents (1976-2016). Task: Predict the product of the given reaction. (1) Given the reactants Cl[C:2]1[N:6]([CH3:7])[C:5]2[C:8]([C:12]3[CH:17]=[CH:16][CH:15]=[CH:14][C:13]=3[CH2:18][CH3:19])=[CH:9][CH:10]=[CH:11][C:4]=2[N:3]=1.[Br:20][C:21]1[CH:27]=[C:26]([CH3:28])[C:24]([NH2:25])=[C:23]([O:29][CH3:30])[CH:22]=1.C(=O)([O-])O.[Na+], predict the reaction product. The product is: [Br:20][C:21]1[CH:27]=[C:26]([CH3:28])[C:24]([NH:25][C:2]2[N:6]([CH3:7])[C:5]3[C:8]([C:12]4[CH:17]=[CH:16][CH:15]=[CH:14][C:13]=4[CH2:18][CH3:19])=[CH:9][CH:10]=[CH:11][C:4]=3[N:3]=2)=[C:23]([O:29][CH3:30])[CH:22]=1. (2) Given the reactants Br[C:2]1[C:23]([O:24][CH3:25])=[CH:22][C:5]2[C:6]([CH3:21])([CH3:20])[C:7]3[NH:8][C:9]4[C:14]([C:15]=3[C:16](=[O:17])[C:4]=2[CH:3]=1)=[CH:13][CH:12]=[C:11]([C:18]#[N:19])[CH:10]=4.[CH3:26][CH:27]([C:29]1[CH:34]=C(C(C)C)C(C2C=CC=CC=2P(C2CCCCC2)C2CCCCC2)=C(C(C)C)[CH:30]=1)C.C(=O)([O-])[O-:61].[Cs+].[Cs+].CC(C)C#CO, predict the reaction product. The product is: [OH:61][C:29]([CH3:34])([CH3:30])[C:27]#[C:26][C:2]1[C:23]([O:24][CH3:25])=[CH:22][C:5]2[C:6]([CH3:21])([CH3:20])[C:7]3[NH:8][C:9]4[C:14]([C:15]=3[C:16](=[O:17])[C:4]=2[CH:3]=1)=[CH:13][CH:12]=[C:11]([C:18]#[N:19])[CH:10]=4.